From a dataset of Forward reaction prediction with 1.9M reactions from USPTO patents (1976-2016). Predict the product of the given reaction. Given the reactants [Cl:1][C:2]1[CH:17]=[C:16]([N+:18]([O-])=O)[CH:15]=[CH:14][C:3]=1[C:4]([O:6][CH2:7][C:8]1[CH:13]=[CH:12][CH:11]=[CH:10][CH:9]=1)=[O:5], predict the reaction product. The product is: [NH2:18][C:16]1[CH:15]=[CH:14][C:3]([C:4]([O:6][CH2:7][C:8]2[CH:13]=[CH:12][CH:11]=[CH:10][CH:9]=2)=[O:5])=[C:2]([Cl:1])[CH:17]=1.